From a dataset of Reaction yield outcomes from USPTO patents with 853,638 reactions. Predict the reaction yield, written as a fraction of the theoretical maximum amount of product (1.0 means a 100% yield; for example, 0.34 means a 34% yield). (1) The reactants are [CH3:1][NH2:2].O1CCCC1.Cl[C:9]1[C:18]2[C:13](=[CH:14][CH:15]=[C:16]([C:19]([O:21][CH2:22][CH3:23])=[O:20])[CH:17]=2)[CH:12]=[CH:11][N:10]=1. No catalyst specified. The product is [CH3:1][NH:2][C:9]1[C:18]2[C:13](=[CH:14][CH:15]=[C:16]([C:19]([O:21][CH2:22][CH3:23])=[O:20])[CH:17]=2)[CH:12]=[CH:11][N:10]=1. The yield is 0.850. (2) The reactants are [NH2:1][C:2]1[CH:7]=[C:6]([CH2:8][O:9][C:10]2[C:19]3[C:14](=[CH:15][CH:16]=[CH:17][CH:18]=3)[C:13]([N+:20]([O-])=O)=[CH:12][CH:11]=2)[CH:5]=[CH:4][N:3]=1.[H][H]. The catalyst is CO.CC(O)=O.[Pt]. The product is [NH2:1][C:2]1[CH:7]=[C:6]([CH2:8][O:9][C:10]2[C:19]3[C:14](=[CH:15][CH:16]=[CH:17][CH:18]=3)[C:13]([NH2:20])=[CH:12][CH:11]=2)[CH:5]=[CH:4][N:3]=1. The yield is 0.940. (3) The reactants are [C:1]([O:4][CH2:5][C@H:6]([NH:17][C:18]([O:20][CH2:21][C:22]1[CH:27]=[CH:26][CH:25]=[CH:24][CH:23]=1)=[O:19])[C:7]([N:9]1[CH2:13][CH2:12][CH2:11][C@H:10]1[C:14](O)=[O:15])=[O:8])(=[O:3])[CH3:2].CN1CCOCC1.[OH:35][C@H:36]([CH3:50])[C@H:37]([NH:42][C:43]([C@@H:45]1[CH2:49][CH2:48][CH2:47][NH:46]1)=[O:44])[C:38]([O:40][CH3:41])=[O:39]. The catalyst is C(Cl)Cl.CN(C=O)C. The product is [C:1]([O:4][CH2:5][C@@H:6]([NH:17][C:18]([O:20][CH2:21][C:22]1[CH:23]=[CH:24][CH:25]=[CH:26][CH:27]=1)=[O:19])[C:7]([N:9]1[CH2:13][CH2:12][CH2:11][C@H:10]1[C:14]([N:46]1[CH2:47][CH2:48][CH2:49][C@H:45]1[C:43]([NH:42][C@@H:37]([C@H:36]([OH:35])[CH3:50])[C:38]([O:40][CH3:41])=[O:39])=[O:44])=[O:15])=[O:8])(=[O:3])[CH3:2]. The yield is 0.190.